This data is from Retrosynthesis with 50K atom-mapped reactions and 10 reaction types from USPTO. The task is: Predict the reactants needed to synthesize the given product. (1) Given the product CN(CCN(C)Cc1ccc(C(=O)O)cc1)CC(=O)Nc1ccc(OCC(F)(F)C(F)(F)F)cc1, predict the reactants needed to synthesize it. The reactants are: COC(=O)c1ccc(CN(C)CCN(C)CC(=O)Nc2ccc(OCC(F)(F)C(F)(F)F)cc2)cc1. (2) Given the product COc1ccc(C(NC(=O)C[C@H](NC(=O)OCc2ccccc2)C(=O)N[C@H](C(=O)O)[C@@H](C)NCCc2c[nH]cn2)c2ccc(OC)cc2)cc1, predict the reactants needed to synthesize it. The reactants are: COC(=O)[C@@H](NC(=O)[C@H](CC(=O)NC(c1ccc(OC)cc1)c1ccc(OC)cc1)NC(=O)OCc1ccccc1)[C@@H](C)NCCc1c[nH]cn1. (3) Given the product COCCOCOCC1COC(C)(C)O1, predict the reactants needed to synthesize it. The reactants are: CC1(C)OCC(CO)O1.COCCOCCl. (4) Given the product COC(=O)c1c([N+](=O)[O-])ccc2c1CC1CCCN21, predict the reactants needed to synthesize it. The reactants are: COC(=O)c1c([N+](=O)[O-])ccc2c1cc1n2CCC1. (5) The reactants are: CSc1nc(Cl)c2ccnc-2[nH]1.NC1CCCCC1. Given the product CSc1nc(NC2CCCCC2)c2ccnc-2[nH]1, predict the reactants needed to synthesize it. (6) Given the product CC1c2cc3c(cc2C(c2ccc(N)cc2)=NN1C(=O)N(C)C)OCO3, predict the reactants needed to synthesize it. The reactants are: CC(=O)Nc1ccc(C2=NN(C(=O)N(C)C)C(C)c3cc4c(cc32)OCO4)cc1.